The task is: Predict the reactants needed to synthesize the given product.. This data is from Full USPTO retrosynthesis dataset with 1.9M reactions from patents (1976-2016). (1) Given the product [O:4]1[C:12]2[CH:11]=[CH:10][N:9]=[C:8]([N:13]3[CH2:18][CH2:17][N:16]([CH2:19][CH2:20][C@H:21]4[CH2:26][CH2:25][C@H:24]([NH:27][C:34](=[O:35])[C:33]5[CH:37]=[CH:38][C:30]([C:29]([F:28])([F:39])[F:40])=[CH:31][CH:32]=5)[CH2:23][CH2:22]4)[CH2:15][CH2:14]3)[C:7]=2[CH2:6][CH2:5]1, predict the reactants needed to synthesize it. The reactants are: Cl.Cl.Cl.[O:4]1[C:12]2[CH:11]=[CH:10][N:9]=[C:8]([N:13]3[CH2:18][CH2:17][N:16]([CH2:19][CH2:20][C@H:21]4[CH2:26][CH2:25][C@H:24]([NH2:27])[CH2:23][CH2:22]4)[CH2:15][CH2:14]3)[C:7]=2[CH2:6][CH2:5]1.[F:28][C:29]([F:40])([F:39])[C:30]1[CH:38]=[CH:37][C:33]([C:34](O)=[O:35])=[CH:32][CH:31]=1. (2) Given the product [CH2:46]([O:48][C:49]([O:50][CH2:51][O:42][C:41](=[O:43])[C@H:40]([OH:44])[CH2:39][N:23]([CH2:22][C:19]1[CH:20]=[CH:21][C:16]([C:14]2[CH:15]=[C:10]([Cl:9])[CH:11]=[CH:12][C:13]=2[F:45])=[CH:17][CH:18]=1)[NH:24][C:25]([C:27]1[O:31][N:30]=[C:29]([C:32]2[CH:37]=[CH:36][CH:35]=[CH:34][C:33]=2[F:38])[CH:28]=1)=[O:26])=[O:53])[CH3:47], predict the reactants needed to synthesize it. The reactants are: N1C(C)=CC=CC=1C.[Cl:9][C:10]1[CH:11]=[CH:12][C:13]([F:45])=[C:14]([C:16]2[CH:21]=[CH:20][C:19]([CH2:22][N:23]([CH2:39][C@@H:40]([OH:44])[C:41]([OH:43])=[O:42])[NH:24][C:25]([C:27]3[O:31][N:30]=[C:29]([C:32]4[CH:37]=[CH:36][CH:35]=[CH:34][C:33]=4[F:38])[CH:28]=3)=[O:26])=[CH:18][CH:17]=2)[CH:15]=1.[CH2:46]([O:48][C:49](=[O:53])[O:50][CH2:51]Cl)[CH3:47].[Na+].[I-].